This data is from Retrosynthesis with 50K atom-mapped reactions and 10 reaction types from USPTO. The task is: Predict the reactants needed to synthesize the given product. (1) Given the product O=C(NCCCN1CCN(Cc2ccc(Cl)cc2)CC1)NC1CCCCC1, predict the reactants needed to synthesize it. The reactants are: NCCCN1CCN(Cc2ccc(Cl)cc2)CC1.O=C=NC1CCCCC1. (2) Given the product O=C(/C=C/c1ccco1)N[C@H]1CN2CCC1CC2, predict the reactants needed to synthesize it. The reactants are: N[C@H]1CN2CCC1CC2.O=C(O)/C=C/c1ccco1. (3) Given the product O=C(NCC(=O)N1CCC(Oc2ccccc2Cl)CC1)c1cn(-c2cncc(F)c2)nn1, predict the reactants needed to synthesize it. The reactants are: NCC(=O)N1CCC(Oc2ccccc2Cl)CC1.O=C(O)c1cn(-c2cncc(F)c2)nn1. (4) Given the product COC(=O)CCCCCCCn1cc(-c2ccccc2)n(-c2ccc(OC)cc2)c1=O, predict the reactants needed to synthesize it. The reactants are: COC(=O)CCCCCCCBr.COc1ccc(-n2c(-c3ccccc3)c[nH]c2=O)cc1. (5) Given the product Cc1cccc(S(=O)(=O)NC(C)C)c1N, predict the reactants needed to synthesize it. The reactants are: Cc1cccc(S(=O)(=O)NC(C)C)c1[N+](=O)[O-]. (6) Given the product CCOC(=O)c1cc2cc(C=O)ccn2c1-c1ccc(F)cc1, predict the reactants needed to synthesize it. The reactants are: CCOC(=O)c1cc2cc(CO)ccn2c1-c1ccc(F)cc1. (7) Given the product CCN1C(=O)C(Cc2cccc(CN)c2)N=C(c2ccccc2)c2cc(OC)c(OC)cc21, predict the reactants needed to synthesize it. The reactants are: CCN1C(=O)C(Cc2cccc(C#N)c2)N=C(c2ccccc2)c2cc(OC)c(OC)cc21. (8) Given the product CC(Nc1cncc(Cl)n1)c1ccc(F)cc1, predict the reactants needed to synthesize it. The reactants are: CC(N)c1ccc(F)cc1.Clc1cncc(Cl)n1.